Dataset: Peptide-MHC class II binding affinity with 134,281 pairs from IEDB. Task: Regression. Given a peptide amino acid sequence and an MHC pseudo amino acid sequence, predict their binding affinity value. This is MHC class II binding data. (1) The MHC is DRB1_1101 with pseudo-sequence DRB1_1101. The peptide sequence is KTMVKKWRDVPYLTK. The binding affinity (normalized) is 0.353. (2) The peptide sequence is YSGKDSHHPARTA. The MHC is HLA-DPA10201-DPB10501 with pseudo-sequence HLA-DPA10201-DPB10501. The binding affinity (normalized) is 0. (3) The peptide sequence is KRVVASLMRGLSSRK. The MHC is DRB1_0701 with pseudo-sequence DRB1_0701. The binding affinity (normalized) is 0.623. (4) The peptide sequence is RFFVWGDEVPLLTKF. The MHC is DRB1_0405 with pseudo-sequence DRB1_0405. The binding affinity (normalized) is 0.484. (5) The peptide sequence is VKITDKNYEHIAAYH. The MHC is HLA-DPA10201-DPB10501 with pseudo-sequence HLA-DPA10201-DPB10501. The binding affinity (normalized) is 0.537.